Task: Predict which catalyst facilitates the given reaction.. Dataset: Catalyst prediction with 721,799 reactions and 888 catalyst types from USPTO Reactant: [F:1][C:2]1[CH:19]=[CH:18][C:5]([CH2:6][N:7]([CH2:15][CH2:16][OH:17])[C:8](=[O:14])[O:9][C:10]([CH3:13])([CH3:12])[CH3:11])=[CH:4][CH:3]=1.[CH3:20][O:21][C:22](=[O:30])[C:23]1[CH:28]=[C:27](O)[CH:26]=[N:25][CH:24]=1.C1(P(C2C=CC=CC=2)C2C=CC=CC=2)C=CC=CC=1.N(C(OCC)=O)=NC(OCC)=O. Product: [C:10]([O:9][C:8]([N:7]([CH2:6][C:5]1[CH:18]=[CH:19][C:2]([F:1])=[CH:3][CH:4]=1)[CH2:15][CH2:16][O:17][C:27]1[CH:26]=[N:25][CH:24]=[C:23]([CH:28]=1)[C:22]([O:21][CH3:20])=[O:30])=[O:14])([CH3:13])([CH3:12])[CH3:11]. The catalyst class is: 1.